Dataset: Catalyst prediction with 721,799 reactions and 888 catalyst types from USPTO. Task: Predict which catalyst facilitates the given reaction. (1) Reactant: [C:1]([CH2:3]P(=O)(OCC)OCC)#[N:2].[H-].[Na+].[Cl:14][C:15]1[CH:20]=[CH:19][C:18]([CH2:21][CH2:22][C:23]([C:25]2[CH:30]=[CH:29][CH:28]=[CH:27][CH:26]=2)=O)=[CH:17][CH:16]=1. Product: [Cl:14][C:15]1[CH:16]=[CH:17][C:18]([CH2:21][CH2:22]/[C:23](/[C:25]2[CH:26]=[CH:27][CH:28]=[CH:29][CH:30]=2)=[CH:3]/[C:1]#[N:2])=[CH:19][CH:20]=1.[Cl:14][C:15]1[CH:16]=[CH:17][C:18]([CH2:21][CH2:22]/[C:23](/[C:25]2[CH:26]=[CH:27][CH:28]=[CH:29][CH:30]=2)=[CH:3]\[C:1]#[N:2])=[CH:19][CH:20]=1. The catalyst class is: 57. (2) Reactant: [CH2:1]([C:3]1[CH:10]=[C:9]([O:11][CH2:12][O:13][CH2:14][CH2:15][Si:16]([CH3:19])([CH3:18])[CH3:17])[CH:8]=[CH:7][C:4]=1[C:5]#[N:6])[CH3:2].C(=O)(O)[O-].[Na+].Cl.[NH2:26][OH:27]. Product: [CH2:1]([C:3]1[CH:10]=[C:9]([O:11][CH2:12][O:13][CH2:14][CH2:15][Si:16]([CH3:19])([CH3:18])[CH3:17])[CH:8]=[CH:7][C:4]=1[C:5](=[NH:6])[NH:26][OH:27])[CH3:2]. The catalyst class is: 8. (3) Reactant: C(Cl)Cl.C[O:5][C:6]1[CH:7]=[CH:8][C:9]2[C:21](=[O:22])[C:20]3[C:19]4[CH:18]=[CH:17][N:16]=[CH:15][C:14]=4[O:13][C:12]=3[C:11]([CH3:24])([CH3:23])[C:10]=2[CH:25]=1.B(Br)(Br)Br.C(=O)(O)[O-].[Na+]. Product: [OH:5][C:6]1[CH:7]=[CH:8][C:9]2[C:21](=[O:22])[C:20]3[C:19]4[CH:18]=[CH:17][N:16]=[CH:15][C:14]=4[O:13][C:12]=3[C:11]([CH3:23])([CH3:24])[C:10]=2[CH:25]=1. The catalyst class is: 6. (4) Reactant: C[O:2][C:3](=[O:19])[C:4]1[C:5](=[C:10]([CH3:18])[C:11]([NH2:17])=[C:12]([N+:14]([O-:16])=[O:15])[CH:13]=1)[C:6]([O:8][CH3:9])=[O:7].[OH-].[Na+].Cl. Product: [CH3:9][O:8][C:6](=[O:7])[C:5]1[C:4](=[CH:13][C:12]([N+:14]([O-:16])=[O:15])=[C:11]([NH2:17])[C:10]=1[CH3:18])[C:3]([OH:19])=[O:2]. The catalyst class is: 20.